Dataset: Forward reaction prediction with 1.9M reactions from USPTO patents (1976-2016). Task: Predict the product of the given reaction. (1) Given the reactants S([O:8][S:9]([C:12]([F:15])([F:14])[F:13])(=[O:11])=[O:10])(C(F)(F)F)(=O)=O.[F:16][C:17]1[CH:22]=[CH:21][C:20]([C:23]2[O:32][C:26]3=[CH:27][N:28]=[C:29](O)[CH:30]=[C:25]3[C:24]=2[C:33]([NH:35][CH3:36])=[O:34])=[CH:19][CH:18]=1, predict the reaction product. The product is: [F:15][C:12]([F:13])([F:14])[S:9]([O:8][C:29]1[CH:30]=[C:25]2[C:24]([C:33](=[O:34])[NH:35][CH3:36])=[C:23]([C:20]3[CH:21]=[CH:22][C:17]([F:16])=[CH:18][CH:19]=3)[O:32][C:26]2=[CH:27][N:28]=1)(=[O:10])=[O:11]. (2) Given the reactants I[C:2]1[C:7]([CH:8]([CH3:10])[CH3:9])=[C:6]([I:11])[C:5]([CH:12]([CH3:14])[CH3:13])=[CH:4][C:3]=1[CH:15]([CH3:17])[CH3:16].[CH3:18][O:19][C:20]1[CH:25]=[CH:24][C:23](B(O)O)=[CH:22][CH:21]=1.[O-]P([O-])([O-])=O.[K+].[K+].[K+].C1COCC1, predict the reaction product. The product is: [I:11][C:6]1[C:7]([CH:8]([CH3:10])[CH3:9])=[C:2]([C:23]2[CH:24]=[CH:25][C:20]([O:19][CH3:18])=[CH:21][CH:22]=2)[C:3]([CH:15]([CH3:17])[CH3:16])=[CH:4][C:5]=1[CH:12]([CH3:14])[CH3:13]. (3) Given the reactants Cl[C:2]1[NH:10][C:9]2[C:4](=[N:5][CH:6]=[CH:7][CH:8]=2)[C:3]=1[C:11]#[N:12].[OH:13][C@H:14]1[CH2:18][CH2:17][NH:16][CH2:15]1, predict the reaction product. The product is: [OH:13][C@H:14]1[CH2:18][CH2:17][N:16]([C:2]2[NH:10][C:9]3[C:4](=[N:5][CH:6]=[CH:7][CH:8]=3)[C:3]=2[C:11]#[N:12])[CH2:15]1. (4) Given the reactants [CH3:1][C:2]1[CH:10]=[CH:9][C:5]([C:6](O)=[O:7])=[CH:4][C:3]=1[S:11](=[O:14])(=[O:13])[NH2:12].Cl.[CH3:16][NH:17][O:18][CH3:19].C(N(CC)CC)C.F[P-](F)(F)(F)(F)F.N1(O[P+](N(C)C)(N(C)C)N(C)C)C2C=CC=CC=2N=N1, predict the reaction product. The product is: [CH3:19][O:18][N:17]([CH3:16])[C:6](=[O:7])[C:5]1[CH:9]=[CH:10][C:2]([CH3:1])=[C:3]([S:11](=[O:14])(=[O:13])[NH2:12])[CH:4]=1. (5) Given the reactants [O:1]=[C:2]1[CH2:7][CH2:6][CH:5]([C:8]([OH:10])=[O:9])[CH2:4][CH2:3]1.N1C=CC=CC=1.[C:17](O)([CH3:20])([CH3:19])[CH3:18].O=P(Cl)(Cl)Cl, predict the reaction product. The product is: [O:1]=[C:2]1[CH2:7][CH2:6][CH:5]([C:8]([O:10][C:17]([CH3:20])([CH3:19])[CH3:18])=[O:9])[CH2:4][CH2:3]1. (6) Given the reactants [CH3:1][C:2]1([CH3:20])[C:10]2[C:5](=[CH:6][CH:7]=[C:8]([C:11]3[N:15]([CH3:16])[C:14]([C:17]#[N:18])=[CH:13][CH:12]=3)[CH:9]=2)[C:4](=O)[CH2:3]1.C([O-])(=O)C.[Na+].Cl.[NH2:27][OH:28], predict the reaction product. The product is: [OH:28]/[N:27]=[C:4]1\[CH2:3][C:2]([CH3:20])([CH3:1])[C:10]2[C:5]\1=[CH:6][CH:7]=[C:8]([C:11]1[N:15]([CH3:16])[C:14]([C:17]#[N:18])=[CH:13][CH:12]=1)[CH:9]=2. (7) Given the reactants NC([NH:4][C:5]1[C:6]([C:18]([NH2:20])=[O:19])=[N:7][N:8]([C:10]2[CH:15]=[CH:14][C:13]([Br:16])=[C:12]([F:17])[CH:11]=2)[CH:9]=1)=O, predict the reaction product. The product is: [NH2:4][C:5]1[C:6]([C:18]([NH2:20])=[O:19])=[N:7][N:8]([C:10]2[CH:15]=[CH:14][C:13]([Br:16])=[C:12]([F:17])[CH:11]=2)[CH:9]=1.